Dataset: Forward reaction prediction with 1.9M reactions from USPTO patents (1976-2016). Task: Predict the product of the given reaction. (1) Given the reactants C(NC(C)C)(C)C.C([Li])CCC.[CH:13]([NH:26][S:27]([C:30]1[CH:31]=[CH:32][C:33]2[CH:37]=[CH:36][S:35][C:34]=2[CH:38]=1)(=[O:29])=[O:28])([C:20]1[CH:25]=[CH:24][CH:23]=[CH:22][CH:21]=1)[C:14]1[CH:19]=[CH:18][CH:17]=[CH:16][CH:15]=1.C(OB(OC(C)C)OC(C)C)(C)C.C(=O)([O-])[O-].[Na+].[Na+].[Cl:58][C:59]1[N:64]=[C:63](Cl)[C:62]([CH3:66])=[CH:61][N:60]=1, predict the reaction product. The product is: [CH:13]([NH:26][S:27]([C:30]1[CH:31]=[CH:32][C:33]2[CH:37]=[C:36]([C:61]3[C:62]([CH3:66])=[CH:63][N:64]=[C:59]([Cl:58])[N:60]=3)[S:35][C:34]=2[CH:38]=1)(=[O:29])=[O:28])([C:14]1[CH:15]=[CH:16][CH:17]=[CH:18][CH:19]=1)[C:20]1[CH:25]=[CH:24][CH:23]=[CH:22][CH:21]=1. (2) Given the reactants [F:1][C:2]1[CH:3]=[CH:4][C:5]([CH3:19])=[C:6]([C:8]2[CH:17]=[C:16]3[C:11]([CH:12]=[C:13]([NH2:18])[N:14]=[CH:15]3)=[CH:10][CH:9]=2)[CH:7]=1.[Br:20]N1C(=O)CCC1=O.O.C(=O)(O)[O-].[Na+], predict the reaction product. The product is: [Br:20][C:12]1[C:11]2[C:16](=[CH:17][C:8]([C:6]3[CH:7]=[C:2]([F:1])[CH:3]=[CH:4][C:5]=3[CH3:19])=[CH:9][CH:10]=2)[CH:15]=[N:14][C:13]=1[NH2:18]. (3) Given the reactants [F:1][C:2]1[CH:8]=[CH:7][C:5]([NH2:6])=[C:4](I)[CH:3]=1.O=[C:11]1[CH2:15][CH2:14][CH2:13][CH:12]1[CH2:16][C:17]([O:19][CH2:20][CH3:21])=[O:18], predict the reaction product. The product is: [CH2:20]([O:19][C:17](=[O:18])[CH2:16][CH:12]1[C:11]2[NH:6][C:5]3[CH:7]=[CH:8][C:2]([F:1])=[CH:3][C:4]=3[C:15]=2[CH2:14][CH2:13]1)[CH3:21].